Dataset: Forward reaction prediction with 1.9M reactions from USPTO patents (1976-2016). Task: Predict the product of the given reaction. (1) Given the reactants [OH:1][C:2]1[CH:9]=[CH:8][C:5]([CH:6]=[O:7])=[CH:4][C:3]=1[CH3:10].Br[CH2:12][CH:13]1[CH2:16][CH2:15][CH2:14]1, predict the reaction product. The product is: [CH:13]1([CH2:12][O:1][C:2]2[CH:9]=[CH:8][C:5]([CH:6]=[O:7])=[CH:4][C:3]=2[CH3:10])[CH2:16][CH2:15][CH2:14]1. (2) Given the reactants [CH2:1]([O:5][CH2:6][CH2:7][O:8][C:9]1[CH:14]=[CH:13][C:12]([C:15]2[CH:16]=[CH:17][C:18]3[N:24]([CH2:25][CH:26]([CH3:28])[CH3:27])[CH2:23][CH2:22][C:21]([C:29]([NH:31][C:32]4[CH:37]=[CH:36][C:35]([S:38][CH2:39][C:40]5[N:41]([CH:45]6[CH2:47][CH2:46]6)[CH:42]=[N:43][CH:44]=5)=[CH:34][CH:33]=4)=[O:30])=[CH:20][C:19]=3[CH:48]=2)=[CH:11][CH:10]=1)[CH2:2][CH2:3][CH3:4].ClC1C=CC=C(C(OO)=[O:57])C=1.S([O-])([O-])(=O)=S.[Na+].[Na+], predict the reaction product. The product is: [CH2:1]([O:5][CH2:6][CH2:7][O:8][C:9]1[CH:10]=[CH:11][C:12]([C:15]2[CH:16]=[CH:17][C:18]3[N:24]([CH2:25][CH:26]([CH3:27])[CH3:28])[CH2:23][CH2:22][C:21]([C:29]([NH:31][C:32]4[CH:33]=[CH:34][C:35]([S:38]([CH2:39][C:40]5[N:41]([CH:45]6[CH2:46][CH2:47]6)[CH:42]=[N:43][CH:44]=5)=[O:57])=[CH:36][CH:37]=4)=[O:30])=[CH:20][C:19]=3[CH:48]=2)=[CH:13][CH:14]=1)[CH2:2][CH2:3][CH3:4]. (3) Given the reactants [OH-].[Li+].[CH3:3][O:4][C:5]1[CH:6]=[C:7]([CH:10]=[CH:11][C:12]=1[N:13]1[CH:17]=[C:16]([CH3:18])[N:15]=[CH:14]1)[CH:8]=O.[Cl:19][C:20]1[CH:25]=[CH:24][C:23]([C@H:26]2[N:34]3[C@@H:29]([CH2:30][CH2:31][CH:32](P(=O)(OCC)OCC)[C:33]3=[O:35])[CH2:28][CH2:27]2)=[CH:22][CH:21]=1.C(O)C, predict the reaction product. The product is: [Cl:19][C:20]1[CH:21]=[CH:22][C:23]([C@H:26]2[N:34]3[C@@H:29]([CH2:30][CH2:31]/[C:32](=[CH:8]\[C:7]4[CH:10]=[CH:11][C:12]([N:13]5[CH:17]=[C:16]([CH3:18])[N:15]=[CH:14]5)=[C:5]([O:4][CH3:3])[CH:6]=4)/[C:33]3=[O:35])[CH2:28][CH2:27]2)=[CH:24][CH:25]=1. (4) Given the reactants C([Li])CCC.Br[C:7]1[CH:12]=[CH:11][C:10]([F:13])=[CH:9][CH:8]=1.[C:14]1(=[O:21])[CH2:19][CH2:18][C:17](=[O:20])[CH2:16][CH2:15]1.[Cl-].[NH4+], predict the reaction product. The product is: [F:13][C:10]1[CH:11]=[CH:12][C:7]([C:14]2([OH:21])[CH2:19][CH2:18][C:17](=[O:20])[CH2:16][CH2:15]2)=[CH:8][CH:9]=1. (5) Given the reactants C[Si]([N-][Si](C)(C)C)(C)C.[Li+].F[C:12]1[C:13]([C:18]2[NH:27][C:26](=[O:28])[C:25]3[C:20](=[CH:21][C:22]([O:31][CH3:32])=[CH:23][C:24]=3[O:29][CH3:30])[N:19]=2)=[N:14][CH:15]=[CH:16][CH:17]=1.Cl.[NH2:34][C@@H:35]1[CH2:40][CH2:39][C@H:38]([C:41]([NH:43][CH:44]([CH3:46])[CH3:45])=[O:42])[CH2:37][CH2:36]1, predict the reaction product. The product is: [CH3:30][O:29][C:24]1[CH:23]=[C:22]([O:31][CH3:32])[CH:21]=[C:20]2[C:25]=1[C:26](=[O:28])[NH:27][C:18]([C:13]1[C:12]([NH:34][C@@H:35]3[CH2:36][CH2:37][C@H:38]([C:41]([NH:43][CH:44]([CH3:46])[CH3:45])=[O:42])[CH2:39][CH2:40]3)=[CH:17][CH:16]=[CH:15][N:14]=1)=[N:19]2. (6) Given the reactants P([O:13][CH2:14][CH2:15][N:16]([CH2:21][CH2:22][CH2:23][O:24][C:25]1[CH:34]=[C:33]2[C:28]([C:29]([NH:35][C:36]3[CH:40]=[C:39]([CH2:41][C:42]([NH:44][C:45]4[CH:50]=[CH:49][CH:48]=[C:47]([F:51])[CH:46]=4)=[O:43])[NH:38][N:37]=3)=[N:30][CH:31]=[N:32]2)=[CH:27][C:26]=1[O:52][CH3:53])[CH2:17][CH:18]([CH3:20])[CH3:19])(OC(C)(C)C)(OC(C)(C)C)=O.C(NCCO)C(C)C, predict the reaction product. The product is: [F:51][C:47]1[CH:46]=[C:45]([NH:44][C:42](=[O:43])[CH2:41][C:39]2[NH:38][N:37]=[C:36]([NH:35][C:29]3[C:28]4[C:33](=[CH:34][C:25]([O:24][CH2:23][CH2:22][CH2:21][N:16]([CH2:15][CH2:14][OH:13])[CH2:17][CH:18]([CH3:20])[CH3:19])=[C:26]([O:52][CH3:53])[CH:27]=4)[N:32]=[CH:31][N:30]=3)[CH:40]=2)[CH:50]=[CH:49][CH:48]=1.